Dataset: Reaction yield outcomes from USPTO patents with 853,638 reactions. Task: Predict the reaction yield, written as a fraction of the theoretical maximum amount of product (1.0 means a 100% yield; for example, 0.34 means a 34% yield). (1) The reactants are [CH3:1][N:2]1[C:7](=[O:8])[C:6]([NH:9][C:10]2[S:11][C:12]3[CH2:13][N:14]([CH3:19])[CH2:15][CH2:16][C:17]=3[N:18]=2)=[CH:5][C:4]([C:20]2[CH:25]=[CH:24][N:23]=[C:22]([N:26]3[C:38](=[O:39])[C:37]4[S:36][C:35]5[CH2:34][CH2:33][CH2:32][CH2:31][C:30]=5[C:29]=4[CH:28]=[N:27]3)[C:21]=2[CH:40]=[O:41])=[CH:3]1.[BH4-].[Na+]. The catalyst is CO. The product is [OH:41][CH2:40][C:21]1[C:22]([N:26]2[C:38](=[O:39])[C:37]3[S:36][C:35]4[CH2:34][CH2:33][CH2:32][CH2:31][C:30]=4[C:29]=3[CH:28]=[N:27]2)=[N:23][CH:24]=[CH:25][C:20]=1[C:4]1[CH:5]=[C:6]([NH:9][C:10]2[S:11][C:12]3[CH2:13][N:14]([CH3:19])[CH2:15][CH2:16][C:17]=3[N:18]=2)[C:7](=[O:8])[N:2]([CH3:1])[CH:3]=1. The yield is 0.400. (2) The reactants are C([O-])([O-])=O.[K+].[K+].Br[CH2:8][C:9]([O:11][CH3:12])=[O:10].[C:13]([O:17][C:18]([N:20]1[C:25]2[CH:26]=[C:27]([Cl:31])[C:28]([OH:30])=[CH:29][C:24]=2[O:23][CH:22]([C:32]([N:34]2[CH2:39][CH2:38][C:37]([C:48]#[N:49])([CH2:40][C:41]3[CH:46]=[CH:45][C:44]([F:47])=[CH:43][CH:42]=3)[CH2:36][CH2:35]2)=[O:33])[CH2:21]1)=[O:19])([CH3:16])([CH3:15])[CH3:14]. The catalyst is CN(C=O)C.O. The product is [C:13]([O:17][C:18]([N:20]1[C:25]2[CH:26]=[C:27]([Cl:31])[C:28]([O:30][CH2:8][C:9]([O:11][CH3:12])=[O:10])=[CH:29][C:24]=2[O:23][CH:22]([C:32]([N:34]2[CH2:39][CH2:38][C:37]([C:48]#[N:49])([CH2:40][C:41]3[CH:42]=[CH:43][C:44]([F:47])=[CH:45][CH:46]=3)[CH2:36][CH2:35]2)=[O:33])[CH2:21]1)=[O:19])([CH3:16])([CH3:14])[CH3:15]. The yield is 0.927. (3) The reactants are [Cl:1][C:2]1[CH:3]=[C:4]([C:12]2[N:16]=[C:15]([C:17]3[N:18]=[C:19]4[CH2:24][N:23](C(OCC5C=CC=CC=5)=O)[CH2:22][CH2:21][N:20]4[C:35]=3[CH3:36])[O:14][N:13]=2)[CH:5]=[CH:6][C:7]=1[O:8][CH:9]([CH3:11])[CH3:10].C([SiH](C(C)C)C(C)C)(C)C.CCOCC. The catalyst is Br.C(O)(=O)C. The product is [Cl:1][C:2]1[CH:3]=[C:4]([C:12]2[N:16]=[C:15]([C:17]3[N:18]=[C:19]4[CH2:24][NH:23][CH2:22][CH2:21][N:20]4[C:35]=3[CH3:36])[O:14][N:13]=2)[CH:5]=[CH:6][C:7]=1[O:8][CH:9]([CH3:11])[CH3:10]. The yield is 0.960. (4) The reactants are [CH3:1][C:2]1[C:6]([CH2:7][N:8]2[CH:12]=[C:11]([N:13]3[C:17](=[O:18])[CH2:16][NH:15][C:14]3=[O:19])[CH:10]=[N:9]2)=[C:5]([CH3:20])[O:4][N:3]=1.ClC[C:23]1[C:24]([CH3:29])=[N:25][N:26]([CH3:28])[CH:27]=1.[C:30](=O)([O-])[O-].[Cs+].[Cs+]. The catalyst is CN(C=O)C. The product is [CH3:28][N:26]1[C:27]([CH2:30][N:15]2[CH2:16][C:17](=[O:18])[N:13]([C:11]3[CH:10]=[N:9][N:8]([CH2:7][C:6]4[C:2]([CH3:1])=[N:3][O:4][C:5]=4[CH3:20])[CH:12]=3)[C:14]2=[O:19])=[CH:23][C:24]([CH3:29])=[N:25]1. The yield is 0.530. (5) The reactants are [F:1][C:2]1[C:7]([F:8])=[CH:6][C:5](B(O)O)=[C:4]([O:12][CH3:13])[CH:3]=1.I[C:15]1[CH:20]=[CH:19][C:18]([OH:21])=[CH:17][CH:16]=1.C(=O)([O-])[O-].[K+].[K+]. The catalyst is CN(C=O)C.C(OCC)(=O)C.O.[Pd].C1(P(C2C=CC=CC=2)C2C=CC=CC=2)C=CC=CC=1.C1(P(C2C=CC=CC=2)C2C=CC=CC=2)C=CC=CC=1.C1(P(C2C=CC=CC=2)C2C=CC=CC=2)C=CC=CC=1.C1(P(C2C=CC=CC=2)C2C=CC=CC=2)C=CC=CC=1. The product is [F:1][C:2]1[C:7]([F:8])=[CH:6][C:5]([C:15]2[CH:20]=[CH:19][C:18]([OH:21])=[CH:17][CH:16]=2)=[C:4]([O:12][CH3:13])[CH:3]=1. The yield is 0.893.